This data is from Reaction yield outcomes from USPTO patents with 853,638 reactions. The task is: Predict the reaction yield, written as a fraction of the theoretical maximum amount of product (1.0 means a 100% yield; for example, 0.34 means a 34% yield). The reactants are [F:1][C:2]1[CH:12]=[CH:11][C:5]([CH2:6][NH:7][CH2:8][CH2:9][OH:10])=[CH:4][CH:3]=1.C(N(CC)CC)C.[CH3:20][C:21]([Si:24](Cl)([CH3:26])[CH3:25])([CH3:23])[CH3:22]. The catalyst is C(Cl)Cl.CN(C1C=CN=CC=1)C. The product is [C:21]([Si:24]([CH3:26])([CH3:25])[O:10][CH2:9][CH2:8][NH:7][CH2:6][C:5]1[CH:4]=[CH:3][C:2]([F:1])=[CH:12][CH:11]=1)([CH3:23])([CH3:22])[CH3:20]. The yield is 0.470.